This data is from Forward reaction prediction with 1.9M reactions from USPTO patents (1976-2016). The task is: Predict the product of the given reaction. (1) Given the reactants Cl[C:2]1[N:3]=[C:4]([N:19]2[CH2:24][CH2:23][O:22][CH2:21][CH2:20]2)[C:5]2[N:11]=[CH:10][C:9]([C:12]3[CH:13]=[C:14]([CH:16]=[CH:17][CH:18]=3)[NH2:15])=[CH:8][C:6]=2[N:7]=1.[C:25]([O:29][C:30]([NH:32][C:33]1[N:38]=[CH:37][C:36](B(O)O)=[CH:35][N:34]=1)=[O:31])([CH3:28])([CH3:27])[CH3:26].P([O-])([O-])([O-])=O.[K+].[K+].[K+].CN(C=O)C, predict the reaction product. The product is: [NH2:15][C:14]1[CH:13]=[C:12]([C:9]2[CH:10]=[N:11][C:5]3[C:4]([N:19]4[CH2:24][CH2:23][O:22][CH2:21][CH2:20]4)=[N:3][C:2]([C:36]4[CH:37]=[N:38][C:33]([NH:32][C:30](=[O:31])[O:29][C:25]([CH3:27])([CH3:26])[CH3:28])=[N:34][CH:35]=4)=[N:7][C:6]=3[CH:8]=2)[CH:18]=[CH:17][CH:16]=1. (2) Given the reactants [Br:1][C:2]1[CH:7]=[CH:6][C:5]([NH:8][C:9]2[CH:18]=[C:17]([Cl:19])[CH:16]=[CH:15][C:10]=2[C:11](OC)=[O:12])=[C:4]([N+:20]([O-])=O)[CH:3]=1.O.O.Cl[Sn]Cl, predict the reaction product. The product is: [Br:1][C:2]1[CH:7]=[CH:6][C:5]2[NH:8][C:9]3[CH:18]=[C:17]([Cl:19])[CH:16]=[CH:15][C:10]=3[C:11](=[O:12])[NH:20][C:4]=2[CH:3]=1.